From a dataset of Reaction yield outcomes from USPTO patents with 853,638 reactions. Predict the reaction yield, written as a fraction of the theoretical maximum amount of product (1.0 means a 100% yield; for example, 0.34 means a 34% yield). (1) The reactants are [C:1]1([CH:7]([C:11]2[CH:16]=[CH:15][CH:14]=[CH:13][CH:12]=2)[CH:8]=[N:9]O)[CH:6]=[CH:5][CH:4]=[CH:3][CH:2]=1.[H-].[H-].[H-].[H-].[Li+].[Al+3].O.O.O.O.O.O.O.O.O.O.S([O-])([O-])(=O)=O.[Na+].[Na+]. The catalyst is C1COCC1. The product is [C:11]1([CH:7]([C:1]2[CH:2]=[CH:3][CH:4]=[CH:5][CH:6]=2)[CH2:8][NH2:9])[CH:12]=[CH:13][CH:14]=[CH:15][CH:16]=1. The yield is 0.840. (2) The reactants are S(=O)(=O)(O)O.COC(=O)[NH:9][CH2:10][C@H:11]([CH2:16][C:17](=[O:27])N[C@H](C1C=CC=CC=1)C)[CH2:12][CH:13]([CH3:15])[CH3:14].[OH-:29].[Na+]. No catalyst specified. The product is [CH3:15][CH:13]([CH2:12][C@H:11]([CH2:10][NH2:9])[CH2:16][C:17]([OH:27])=[O:29])[CH3:14]. The yield is 0.504. (3) The reactants are [Cl:1][C:2]1[CH:3]=[N:4][C:5]2[C:10]([CH:11]=1)=[CH:9][C:8]([CH2:12][C:13]1[CH:14]=[C:15]([CH:20]=[CH:21][N:22]=1)[C:16]([O:18]C)=[O:17])=[CH:7][CH:6]=2.[Li+].[OH-]. The catalyst is C1COCC1.O. The product is [Cl:1][C:2]1[CH:3]=[N:4][C:5]2[C:10]([CH:11]=1)=[CH:9][C:8]([CH2:12][C:13]1[CH:14]=[C:15]([CH:20]=[CH:21][N:22]=1)[C:16]([OH:18])=[O:17])=[CH:7][CH:6]=2. The yield is 0.750. (4) The reactants are [CH3:1][O:2][C:3](=[O:14])[C:4]1[CH:9]=[CH:8][C:7](F)=[C:6]([N+:11]([O-:13])=[O:12])[CH:5]=1.[C:15]([CH2:17][C:18]([NH2:20])=[O:19])#[N:16].[H-].[Na+].Cl.O1CCOCC1. The catalyst is C1COCC1. The product is [CH3:1][O:2][C:3](=[O:14])[C:4]1[CH:9]=[CH:8][C:7]([CH:17]([C:18](=[O:19])[NH2:20])[C:15]#[N:16])=[C:6]([N+:11]([O-:13])=[O:12])[CH:5]=1. The yield is 0.670. (5) The reactants are C([Li])CCC.Br[C:7]1[S:8][CH:9]=[CH:10][C:11]=1[CH2:12][CH2:13][CH2:14][CH2:15][CH2:16][CH2:17][CH2:18][CH2:19][CH2:20][CH2:21][CH2:22][CH3:23].CN([CH:27]=[O:28])C.[NH4+].[Cl-]. No catalyst specified. The product is [CH2:12]([C:11]1[CH:10]=[CH:9][S:8][C:7]=1[CH:27]=[O:28])[CH2:13][CH2:14][CH2:15][CH2:16][CH2:17][CH2:18][CH2:19][CH2:20][CH2:21][CH2:22][CH3:23]. The yield is 0.870. (6) The reactants are [CH3:1][N:2]([CH2:13][C:14]1[N:15]=[C:16]2[CH:21]=[CH:20][CH:19]=[C:18]([N:22]3[CH2:27][CH2:26][N:25]([CH3:28])[CH2:24][CH2:23]3)[N:17]2[CH:29]=1)[C@@H:3]1[C:12]2[N:11]=[CH:10][CH:9]=[CH:8][C:7]=2[CH2:6][CH2:5][CH2:4]1.[CH2:30]=[O:31]. The catalyst is C(O)(=O)C.ClCCl. The product is [CH3:28][N:25]1[CH2:24][CH2:23][N:22]([C:18]2[N:17]3[C:29]([CH2:30][OH:31])=[C:14]([CH2:13][N:2]([CH3:1])[C@@H:3]4[C:12]5[N:11]=[CH:10][CH:9]=[CH:8][C:7]=5[CH2:6][CH2:5][CH2:4]4)[N:15]=[C:16]3[CH:21]=[CH:20][CH:19]=2)[CH2:27][CH2:26]1. The yield is 0.680.